From a dataset of Catalyst prediction with 721,799 reactions and 888 catalyst types from USPTO. Predict which catalyst facilitates the given reaction. (1) Reactant: [CH3:1][O:2][C:3]([C@@H:5]1[CH2:16][C@:8]2([C:13]([CH3:15])([CH3:14])[C:9]32[CH2:12][CH2:11][CH2:10]3)[CH2:7][N:6]1[C:17](=[O:41])[C@@H:18]([NH:23][C:24](=[O:40])[C@@H:25]([NH:32]C(OC(C)(C)C)=O)[CH:26]1[CH2:31][CH2:30][CH2:29][CH2:28][CH2:27]1)[C:19]([CH3:22])([CH3:21])[CH3:20])=[O:4].Cl. Product: [CH3:1][O:2][C:3]([C@@H:5]1[CH2:16][C@:8]2([C:13]([CH3:14])([CH3:15])[C:9]32[CH2:12][CH2:11][CH2:10]3)[CH2:7][N:6]1[C:17](=[O:41])[C@@H:18]([NH:23][C:24](=[O:40])[C@@H:25]([NH2:32])[CH:26]1[CH2:27][CH2:28][CH2:29][CH2:30][CH2:31]1)[C:19]([CH3:22])([CH3:21])[CH3:20])=[O:4]. The catalyst class is: 12. (2) Reactant: [N+:1]([C:4]1[CH:13]=[CH:12][CH:11]=[C:10]2[C:5]=1[CH:6]=[C:7]([OH:14])[CH:8]=[N:9]2)([O-:3])=[O:2].[H-].[Na+].[CH3:17]I.O. Product: [CH3:17][O:14][C:7]1[CH:8]=[N:9][C:10]2[C:5]([CH:6]=1)=[C:4]([N+:1]([O-:3])=[O:2])[CH:13]=[CH:12][CH:11]=2. The catalyst class is: 3. (3) Reactant: [C:1]([O:4][CH2:5][C:6]([O:8]/[N:9]=[C:10](/[NH2:36])\[C:11]1[CH:12]=[N:13][C:14]([C:17]([C:22]2[CH:27]=[CH:26][C:25]([C:28]3[CH:29]=[N:30][CH:31]=[C:32]([O:34][CH3:35])[CH:33]=3)=[CH:24][CH:23]=2)([CH3:21])[CH:18]([CH3:20])[CH3:19])=[CH:15][CH:16]=1)=O)(=[O:3])[CH3:2]. Product: [C:1]([O:4][CH2:5][C:6]1[O:8][N:9]=[C:10]([C:11]2[CH:12]=[N:13][C:14]([C:17]([C:22]3[CH:27]=[CH:26][C:25]([C:28]4[CH:29]=[N:30][CH:31]=[C:32]([O:34][CH3:35])[CH:33]=4)=[CH:24][CH:23]=3)([CH3:21])[CH:18]([CH3:19])[CH3:20])=[CH:15][CH:16]=2)[N:36]=1)(=[O:3])[CH3:2]. The catalyst class is: 113. (4) Reactant: [S:1]1[C:5]2[CH:6]=[CH:7][CH:8]=[CH:9][C:4]=2[C:3]([N:10]2[CH2:15][CH2:14][N:13]([CH2:16][CH2:17][C:18]3[CH:23]=[CH:22][CH:21]=[CH:20][C:19]=3N)[CH2:12][CH2:11]2)=[N:2]1.C([N:27](CC)CC)C.[Cl:32][CH2:33][CH2:34][C:35](Cl)=[O:36]. Product: [S:1]1[C:5]2[CH:6]=[CH:7][CH:8]=[CH:9][C:4]=2[C:3]([N:10]2[CH2:15][CH2:14][N:13]([CH2:16][CH2:17][C:18]3[CH:23]=[CH:22][CH:21]=[CH:20][C:19]=3[CH:34]([CH2:33][Cl:32])[C:35]([NH2:27])=[O:36])[CH2:12][CH2:11]2)=[N:2]1. The catalyst class is: 7. (5) Reactant: [I:1][CH3:2].[CH2:3]([N:10]1[CH2:15][CH2:14][C:13](=[O:16])[CH2:12][CH2:11]1)[C:4]1[CH:9]=[CH:8][CH:7]=[CH:6][CH:5]=1. Product: [I-:1].[CH2:3]([N+:10]1([CH3:2])[CH2:15][CH2:14][C:13](=[O:16])[CH2:12][CH2:11]1)[C:4]1[CH:5]=[CH:6][CH:7]=[CH:8][CH:9]=1. The catalyst class is: 21.